From a dataset of Reaction yield outcomes from USPTO patents with 853,638 reactions. Predict the reaction yield, written as a fraction of the theoretical maximum amount of product (1.0 means a 100% yield; for example, 0.34 means a 34% yield). (1) The reactants are [F:1][C:2]1[CH:7]=[CH:6][C:5]([S:8]([NH:11][CH2:12][C:13]([F:16])([F:15])[F:14])(=[O:10])=[O:9])=[CH:4][CH:3]=1.Br[CH2:18][C:19]([NH:21][CH2:22][C:23]1[CH:24]=[C:25]([C:29]2[CH:34]=[CH:33][C:32]([C:35]([F:38])([F:37])[F:36])=[CH:31][CH:30]=2)[CH:26]=[CH:27][CH:28]=1)=[O:20].C(=O)([O-])[O-].[Cs+].[Cs+].C(OCC)(=O)C. The catalyst is CN(C=O)C.O. The product is [F:1][C:2]1[CH:3]=[CH:4][C:5]([S:8]([N:11]([CH2:12][C:13]([F:16])([F:14])[F:15])[CH2:18][C:19]([NH:21][CH2:22][C:23]2[CH:24]=[C:25]([C:29]3[CH:34]=[CH:33][C:32]([C:35]([F:36])([F:37])[F:38])=[CH:31][CH:30]=3)[CH:26]=[CH:27][CH:28]=2)=[O:20])(=[O:9])=[O:10])=[CH:6][CH:7]=1. The yield is 0.880. (2) The reactants are [CH3:1][C:2]1[CH:3]=[C:4]([C:11]2[CH:16]=[CH:15][C:14]([N+:17]([O-:19])=[O:18])=[CH:13][CH:12]=2)[CH:5]=[CH:6][C:7]=1[C:8](=[O:10])[CH3:9].[Br-:20].[Br-].[Br-].[NH+]1C=CC=CC=1.[NH+]1C=CC=CC=1.[NH+]1C=CC=CC=1. The catalyst is C(O)(=O)C. The product is [Br:20][CH2:9][C:8]([C:7]1[CH:6]=[CH:5][C:4]([C:11]2[CH:16]=[CH:15][C:14]([N+:17]([O-:19])=[O:18])=[CH:13][CH:12]=2)=[CH:3][C:2]=1[CH3:1])=[O:10]. The yield is 0.590. (3) The reactants are C1(P(C2C=CC=CC=2)C2C=CC=CC=2)C=CC=CC=1.II.[Si:22]([O:29][C@@H:30]([CH3:58])[C@@H:31]([NH:47][C:48]1[CH:53]=[CH:52][C:51]([C:54]#[N:55])=[C:50]([Cl:56])[C:49]=1[CH3:57])[C:32]([NH:34][NH:35][C:36]([C:38]1[CH:39]=[C:40]2[C:44](=[CH:45][CH:46]=1)[NH:43][CH:42]=[CH:41]2)=[O:37])=O)([C:25]([CH3:28])([CH3:27])[CH3:26])([CH3:24])[CH3:23]. The catalyst is C(Cl)Cl. The product is [NH:43]1[C:44]2[C:40](=[CH:39][C:38]([C:36]3[O:37][C:32]([C@H:31]([NH:47][C:48]4[CH:53]=[CH:52][C:51]([C:54]#[N:55])=[C:50]([Cl:56])[C:49]=4[CH3:57])[C@@H:30]([O:29][Si:22]([C:25]([CH3:27])([CH3:26])[CH3:28])([CH3:23])[CH3:24])[CH3:58])=[N:34][N:35]=3)=[CH:46][CH:45]=2)[CH:41]=[CH:42]1. The yield is 0.720. (4) The reactants are [Br:1][C:2]1[CH:11]=[CH:10][C:5]2[N:6]=[C:7](Cl)[S:8][C:4]=2[CH:3]=1.C(N(CC)CC)C.[CH:19]1([N:24]2[CH2:29][CH2:28][NH:27][CH2:26][CH2:25]2)[CH2:23][CH2:22][CH2:21][CH2:20]1. The catalyst is C(O)C. The product is [Br:1][C:2]1[CH:11]=[CH:10][C:5]2[N:6]=[C:7]([N:27]3[CH2:28][CH2:29][N:24]([CH:19]4[CH2:23][CH2:22][CH2:21][CH2:20]4)[CH2:25][CH2:26]3)[S:8][C:4]=2[CH:3]=1. The yield is 0.990. (5) The reactants are [OH:1][CH2:2][CH2:3][NH:4][S:5]([C:8]1[CH:13]=[CH:12][C:11](B2OC(C)(C)C(C)(C)O2)=[CH:10][CH:9]=1)(=[O:7])=[O:6].Br[C:24]1[C:25]2[C:26]3[CH2:39][CH2:38][CH2:37][C:27]=3[C:28](=[O:36])[NH:29][C:30]=2[CH:31]=[CH:32][C:33]=1[O:34][CH3:35]. No catalyst specified. The product is [OH:1][CH2:2][CH2:3][NH:4][S:5]([C:8]1[CH:9]=[CH:10][C:11]([C:24]2[C:25]3[C:26]4[CH2:39][CH2:38][CH2:37][C:27]=4[C:28](=[O:36])[NH:29][C:30]=3[CH:31]=[CH:32][C:33]=2[O:34][CH3:35])=[CH:12][CH:13]=1)(=[O:6])=[O:7]. The yield is 0.160.